From a dataset of Catalyst prediction with 721,799 reactions and 888 catalyst types from USPTO. Predict which catalyst facilitates the given reaction. Reactant: [Cl:1][C:2]1[CH:3]=[C:4]([CH:9]=[C:10]([I:13])[C:11]=1[OH:12])[C:5]([O:7][CH3:8])=[O:6].[C:14](=O)([O-])[O-].[K+].[K+].COS(=O)(=O)OC. Product: [Cl:1][C:2]1[CH:3]=[C:4]([CH:9]=[C:10]([I:13])[C:11]=1[O:12][CH3:14])[C:5]([O:7][CH3:8])=[O:6]. The catalyst class is: 9.